From a dataset of Reaction yield outcomes from USPTO patents with 853,638 reactions. Predict the reaction yield, written as a fraction of the theoretical maximum amount of product (1.0 means a 100% yield; for example, 0.34 means a 34% yield). The reactants are [F:1][C:2]([C:11]1[CH:17]=[CH:16][C:14]([NH2:15])=[C:13]([C:18]([F:21])([F:20])[F:19])[CH:12]=1)([C:7]([F:10])([F:9])[F:8])[C:3]([F:6])([F:5])[F:4].CN(C=O)C.[Br:27]N1C(=O)CCC1=O. The catalyst is O. The product is [Br:27][C:16]1[CH:17]=[C:11]([C:2]([F:1])([C:3]([F:6])([F:5])[F:4])[C:7]([F:10])([F:9])[F:8])[CH:12]=[C:13]([C:18]([F:19])([F:20])[F:21])[C:14]=1[NH2:15]. The yield is 0.800.